Dataset: Full USPTO retrosynthesis dataset with 1.9M reactions from patents (1976-2016). Task: Predict the reactants needed to synthesize the given product. (1) The reactants are: [CH2:1]([O:4][C:5]1([CH3:50])[CH2:10][CH2:9][N:8]([C:11]2[N:16]3[CH:17]=[C:18]([C:20]4[CH:21]=[C:22]([C:26]5[CH:31]=[CH:30][CH:29]=[C:28]([F:32])[C:27]=5[O:33][C@H:34]([CH2:36]C=C)[CH3:35])[CH:23]=[CH:24][CH:25]=4)[N:19]=[C:15]3[CH:14]=[C:13]([CH3:39])[C:12]=2[C@H:40]([O:45][C:46]([CH3:49])([CH3:48])[CH3:47])[C:41]([O:43][CH3:44])=[O:42])[CH2:7][CH2:6]1)[CH:2]=[CH2:3].C(O[C@@H](C1C(C)=CC2=NC3=CN2C=1N1CCC(C)(OCC=CC[C@H](C)OC2C=C(F)C=CC=2C2C=C3C=CC=2)CC1)C(OC)=O)(C)(C)C. Given the product [C:46]([O:45][C@@H:40]([C:12]1[C:13]([CH3:39])=[CH:14][C:15]2=[N:19][C:18]3=[CH:17][N:16]2[C:11]=1[N:8]1[CH2:9][CH2:10][C:5]([CH3:50])([O:4][CH2:1][CH:2]=[CH:3][CH2:35][C@H:34]([CH3:36])[O:33][C:27]2[C:28]([F:32])=[CH:29][CH:30]=[CH:31][C:26]=2[C:22]2[CH:21]=[C:20]3[CH:25]=[CH:24][CH:23]=2)[CH2:6][CH2:7]1)[C:41]([O:43][CH3:44])=[O:42])([CH3:48])([CH3:49])[CH3:47], predict the reactants needed to synthesize it. (2) Given the product [NH2:29][C:26]1[N:25]=[CH:24][C:23]([C:12]2[N:13]=[C:14]([N:17]3[CH2:22][CH2:21][O:20][CH2:19][CH2:18]3)[C:15]3[S:16][C:8]([C:6]4[CH:5]=[CH:4][N:3]=[C:2]([N:30]5[CH2:34][CH2:33][C@@H:32]([OH:35])[CH2:31]5)[CH:7]=4)=[CH:9][C:10]=3[N:11]=2)=[CH:28][N:27]=1, predict the reactants needed to synthesize it. The reactants are: F[C:2]1[CH:7]=[C:6]([C:8]2[S:16][C:15]3[C:14]([N:17]4[CH2:22][CH2:21][O:20][CH2:19][CH2:18]4)=[N:13][C:12]([C:23]4[CH:24]=[N:25][C:26]([NH2:29])=[N:27][CH:28]=4)=[N:11][C:10]=3[CH:9]=2)[CH:5]=[CH:4][N:3]=1.[NH:30]1[CH2:34][CH2:33][C@@H:32]([OH:35])[CH2:31]1.